Dataset: Catalyst prediction with 721,799 reactions and 888 catalyst types from USPTO. Task: Predict which catalyst facilitates the given reaction. (1) Reactant: FC(F)(F)C(O)=O.[F:8][C:9]1[CH:14]=[C:13]([F:15])[CH:12]=[CH:11][C:10]=1[N:16]1[CH:20]([C:21]2[S:22][C:23]([C:26]3[CH2:27][CH2:28][NH:29][CH2:30][CH:31]=3)=[CH:24][CH:25]=2)[CH2:19][C:18]([C:32]([F:38])([F:37])[C:33]([F:36])([F:35])[F:34])=[N:17]1.C(N(CC)CC)C.[CH3:46][S:47](Cl)(=[O:49])=[O:48]. Product: [F:8][C:9]1[CH:14]=[C:13]([F:15])[CH:12]=[CH:11][C:10]=1[N:16]1[CH:20]([C:21]2[S:22][C:23]([C:26]3[CH2:27][CH2:28][N:29]([S:47]([CH3:46])(=[O:49])=[O:48])[CH2:30][CH:31]=3)=[CH:24][CH:25]=2)[CH2:19][C:18]([C:32]([F:37])([F:38])[C:33]([F:35])([F:36])[F:34])=[N:17]1. The catalyst class is: 4. (2) Reactant: [F:1][C:2]1[CH:3]=[CH:4][CH:5]=[C:6]2[C:10]=1[NH:9][C:8](=[O:11])[C:7]2=O.[CH3:13][C:14]([O:16]C(C)=O)=[O:15].[H-].[Na+].C([O-])([O-])=O.[Na+].[Na+]. Product: [F:1][C:2]1[CH:3]=[CH:4][CH:5]=[C:6]2[C:10]=1[NH:9][C:8](=[O:11])[CH:7]=[C:13]2[C:14]([OH:16])=[O:15]. The catalyst class is: 11. (3) Reactant: [NH2:1][C:2]1[CH:3]=[CH:4][C:5]([N:9]2[CH2:13][CH2:12][C@@H:11]([O:14][Si:15]([C:18]([CH3:21])([CH3:20])[CH3:19])([CH3:17])[CH3:16])[CH2:10]2)=[C:6]([F:8])[CH:7]=1.N[C@@H]1CCN(C2C=CC(N3[CH2:38][C@H:37](COC4C=CON=4)[O:36][C:35]3=[O:46])=CC=2F)C1. Product: [CH2:37]([O:36][C:35]([NH:1][C:2]1[CH:3]=[CH:4][C:5]([N:9]2[CH2:13][CH2:12][C@@H:11]([O:14][Si:15]([C:18]([CH3:21])([CH3:20])[CH3:19])([CH3:16])[CH3:17])[CH2:10]2)=[C:6]([F:8])[CH:7]=1)=[O:46])[CH3:38]. The catalyst class is: 4. (4) Reactant: [CH2:1]([O:8][C:9]1[CH:10]=[C:11]([CH:15]=[CH:16][C:17]=1[O:18][CH2:19][C:20]1[CH:25]=[CH:24][CH:23]=[CH:22][CH:21]=1)[C:12](O)=[O:13])[C:2]1[CH:7]=[CH:6][CH:5]=[CH:4][CH:3]=1.S(Cl)([Cl:28])=O. Product: [CH2:1]([O:8][C:9]1[CH:10]=[C:11]([CH:15]=[CH:16][C:17]=1[O:18][CH2:19][C:20]1[CH:25]=[CH:24][CH:23]=[CH:22][CH:21]=1)[C:12]([Cl:28])=[O:13])[C:2]1[CH:7]=[CH:6][CH:5]=[CH:4][CH:3]=1. The catalyst class is: 17. (5) Reactant: C[O:2][C:3]([C@@H:5]1[CH2:14][C:13]2[CH:12]=[C:11]3[O:15][CH2:16][C@H:17]([C:19]4[CH:24]=[CH:23][CH:22]=[C:21]([O:25][CH2:26][C:27]5[CH:32]=[CH:31][C:30]([Cl:33])=[C:29]([Cl:34])[CH:28]=5)[CH:20]=4)[O:18][C:10]3=[CH:9][C:8]=2[CH2:7][N:6]1[C:35]([O:37][C:38]([CH3:41])([CH3:40])[CH3:39])=[O:36])=[O:4].[Li+].[OH-].Cl. Product: [C:38]([O:37][C:35]([N:6]1[C@H:5]([C:3]([OH:4])=[O:2])[CH2:14][C:13]2[CH:12]=[C:11]3[O:15][CH2:16][C@H:17]([C:19]4[CH:24]=[CH:23][CH:22]=[C:21]([O:25][CH2:26][C:27]5[CH:32]=[CH:31][C:30]([Cl:33])=[C:29]([Cl:34])[CH:28]=5)[CH:20]=4)[O:18][C:10]3=[CH:9][C:8]=2[CH2:7]1)=[O:36])([CH3:41])([CH3:39])[CH3:40]. The catalyst class is: 36. (6) Reactant: [CH:1]([C:4]1[CH:9]=[CH:8][C:7]([NH:10][C:11](=[O:22])[O:12][C:13]2[CH:14]=[C:15]3[C:19](=[CH:20][CH:21]=2)[NH:18][CH2:17][CH2:16]3)=[CH:6][CH:5]=1)([CH3:3])[CH3:2].FC(F)(F)S(O[C:29]1[CH:34]=[CH:33][CH:32]=[CH:31][C:30]=1[Si](C)(C)C)(=O)=O.[F-].[Cs+]. Product: [CH:1]([C:4]1[CH:5]=[CH:6][C:7]([NH:10][C:11](=[O:22])[O:12][C:13]2[CH:14]=[C:15]3[C:19](=[CH:20][CH:21]=2)[N:18]([C:29]2[CH:34]=[CH:33][CH:32]=[CH:31][CH:30]=2)[CH2:17][CH2:16]3)=[CH:8][CH:9]=1)([CH3:3])[CH3:2]. The catalyst class is: 115.